From a dataset of Reaction yield outcomes from USPTO patents with 853,638 reactions. Predict the reaction yield, written as a fraction of the theoretical maximum amount of product (1.0 means a 100% yield; for example, 0.34 means a 34% yield). (1) The reactants are Br[C:2]1[CH:7]=[CH:6][C:5]([C:8]2[C:21]3[C:22]4=[C:23]5[C:18](=[CH:19][CH:20]=3)[CH:17]=[CH:16][C:15]([C:24]3[CH:29]=[CH:28][CH:27]=[CH:26][CH:25]=3)=[C:14]5[CH:13]=[CH:12][C:11]4=[CH:10][CH:9]=2)=[CH:4][CH:3]=1.[B:30]1([B:30]2[O:34][C:33]([CH3:36])([CH3:35])[C:32]([CH3:38])([CH3:37])[O:31]2)[O:34][C:33]([CH3:36])([CH3:35])[C:32]([CH3:38])([CH3:37])[O:31]1.C([O-])(=O)C.[K+]. The catalyst is C1C=CC([P]([Pd]([P](C2C=CC=CC=2)(C2C=CC=CC=2)C2C=CC=CC=2)([P](C2C=CC=CC=2)(C2C=CC=CC=2)C2C=CC=CC=2)[P](C2C=CC=CC=2)(C2C=CC=CC=2)C2C=CC=CC=2)(C2C=CC=CC=2)C2C=CC=CC=2)=CC=1.O1CCOCC1. The product is [CH3:37][C:32]1([CH3:38])[C:33]([CH3:36])([CH3:35])[O:34][B:30]([C:2]2[CH:7]=[CH:6][C:5]([C:8]3[C:21]4[C:22]5=[C:23]6[C:18](=[CH:19][CH:20]=4)[CH:17]=[CH:16][C:15]([C:24]4[CH:29]=[CH:28][CH:27]=[CH:26][CH:25]=4)=[C:14]6[CH:13]=[CH:12][C:11]5=[CH:10][CH:9]=3)=[CH:4][CH:3]=2)[O:31]1. The yield is 0.700. (2) The reactants are [F:1][C:2]1[CH:7]=[C:6]([N+:8]([O-])=O)[CH:5]=[CH:4][C:3]=1[CH2:11][OH:12]. The catalyst is CCOC(C)=O.[Pd]. The product is [NH2:8][C:6]1[CH:5]=[CH:4][C:3]([CH2:11][OH:12])=[C:2]([F:1])[CH:7]=1. The yield is 0.480. (3) The reactants are C(O[C:6](=O)[N:7]([CH2:9][CH2:10][CH:11]([C:13]1[CH:18]=[CH:17][C:16]([N:19]([C:21]2[CH:26]=[CH:25][C:24]([O:27]CC3C=CC=CC=3)=[CH:23][CH:22]=2)[CH3:20])=[CH:15][CH:14]=1)[CH3:12])[CH3:8])(C)(C)C.[H-].[H-].[H-].[H-].[Li+].[Al+3]. The catalyst is C1COCC1. The product is [CH3:8][N:7]([CH3:6])[CH2:9][CH2:10][CH:11]([C:13]1[CH:18]=[CH:17][C:16]([N:19]([CH3:20])[C:21]2[CH:22]=[CH:23][C:24]([OH:27])=[CH:25][CH:26]=2)=[CH:15][CH:14]=1)[CH3:12]. The yield is 0.720. (4) The yield is 0.410. The product is [C:9]1([S:15]([N:18]2[C:22]3=[N:23][CH:24]=[CH:25][CH:26]=[C:21]3[CH:20]=[C:19]2[C:27](=[O:29])[CH3:28])(=[O:17])=[O:16])[CH:10]=[CH:11][CH:12]=[CH:13][CH:14]=1. The catalyst is C1COCC1.ClCCl. The reactants are C([N-]C(C)C)(C)C.[Li+].[C:9]1([S:15]([N:18]2[C:22]3=[N:23][CH:24]=[CH:25][CH:26]=[C:21]3[CH:20]=[CH:19]2)(=[O:17])=[O:16])[CH:14]=[CH:13][CH:12]=[CH:11][CH:10]=1.[C:27](OC(=O)C)(=[O:29])[CH3:28].O. (5) No catalyst specified. The yield is 0.450. The reactants are [ClH:1].Cl.[NH2:3][C:4]1[CH:17]=[CH:16][C:7]([O:8][C:9]2[CH:14]=[CH:13][N:12]=[C:11]([NH2:15])[CH:10]=2)=[C:6]([F:18])[CH:5]=1.[F:19][C:20]1[CH:33]=[CH:32][C:23]([CH2:24][S:25]([CH2:28][C:29](O)=[O:30])(=[O:27])=[O:26])=[CH:22][CH:21]=1. The product is [ClH:1].[F:19][C:20]1[CH:33]=[CH:32][C:23]([CH2:24][S:25]([CH2:28][C:29]([NH:3][C:4]2[CH:17]=[CH:16][C:7]([O:8][C:9]3[CH:14]=[CH:13][N:12]=[C:11]([NH2:15])[CH:10]=3)=[C:6]([F:18])[CH:5]=2)=[O:30])(=[O:26])=[O:27])=[CH:22][CH:21]=1. (6) The reactants are CC1(C)C(C)(C)OB([C:9]2[CH:10]=[CH:11][C:12]([O:15][CH:16]3[CH2:21][CH2:20][CH:19]([C:22]([O:24][CH2:25][CH3:26])=[O:23])[CH2:18][CH2:17]3)=[N:13][CH:14]=2)O1.[NH2:28][C:29]1[CH:30]=[CH:31][C:32](Br)=[N:33][CH:34]=1.C([O-])([O-])=O.[Na+].[Na+]. The catalyst is O1CCOCC1.O.C1C=CC([P]([Pd]([P](C2C=CC=CC=2)(C2C=CC=CC=2)C2C=CC=CC=2)([P](C2C=CC=CC=2)(C2C=CC=CC=2)C2C=CC=CC=2)[P](C2C=CC=CC=2)(C2C=CC=CC=2)C2C=CC=CC=2)(C2C=CC=CC=2)C2C=CC=CC=2)=CC=1. The product is [NH2:28][C:29]1[CH:30]=[CH:31][C:32]([C:9]2[CH:14]=[N:13][C:12]([O:15][CH:16]3[CH2:17][CH2:18][CH:19]([C:22]([O:24][CH2:25][CH3:26])=[O:23])[CH2:20][CH2:21]3)=[CH:11][CH:10]=2)=[N:33][CH:34]=1. The yield is 0.700. (7) The reactants are [CH3:1][NH:2][CH2:3][C:4]1[CH:5]=[C:6]2[C:10](=[CH:11][CH:12]=1)[N:9]([CH3:13])[CH:8]=[CH:7]2.Cl.[O:15]=[C:16]1[NH:25][C:24]2[N:23]=[CH:22][C:21](/[CH:26]=[CH:27]/[C:28](O)=[O:29])=[CH:20][C:19]=2[CH2:18][CH2:17]1. No catalyst specified. The product is [CH3:1][N:2]([CH2:3][C:4]1[CH:5]=[C:6]2[C:10](=[CH:11][CH:12]=1)[N:9]([CH3:13])[CH:8]=[CH:7]2)[C:28](=[O:29])[CH:27]=[CH:26][C:21]1[CH:22]=[N:23][C:24]2[NH:25][C:16](=[O:15])[CH2:17][CH2:18][C:19]=2[CH:20]=1. The yield is 0.650.